This data is from NCI-60 drug combinations with 297,098 pairs across 59 cell lines. The task is: Regression. Given two drug SMILES strings and cell line genomic features, predict the synergy score measuring deviation from expected non-interaction effect. Drug 1: COC1=CC(=CC(=C1O)OC)C2C3C(COC3=O)C(C4=CC5=C(C=C24)OCO5)OC6C(C(C7C(O6)COC(O7)C8=CC=CS8)O)O. Drug 2: CC(C)(C#N)C1=CC(=CC(=C1)CN2C=NC=N2)C(C)(C)C#N. Cell line: UACC-257. Synergy scores: CSS=11.0, Synergy_ZIP=-2.12, Synergy_Bliss=-1.29, Synergy_Loewe=-2.37, Synergy_HSA=-1.48.